From a dataset of Forward reaction prediction with 1.9M reactions from USPTO patents (1976-2016). Predict the product of the given reaction. (1) Given the reactants [Br:1][C:2]1[CH:3]=[C:4]([C:8]([NH:10][CH2:11][CH2:12][CH:13]2OCC[O:14]2)=[O:9])[NH:5][C:6]=1[Br:7].O.C1(C)C=CC(S(O)(=O)=O)=CC=1, predict the reaction product. The product is: [Br:1][C:2]1[CH:3]=[C:4]([C:8]([NH:10][CH2:11][CH2:12][CH:13]=[O:14])=[O:9])[NH:5][C:6]=1[Br:7]. (2) Given the reactants [CH3:1][O:2][C:3]1[CH:8]=[CH:7][C:6]([CH2:9][CH2:10][CH2:11][CH:12]=[O:13])=[CH:5][CH:4]=1.[C:14]([Mg]Br)#[CH:15], predict the reaction product. The product is: [CH3:1][O:2][C:3]1[CH:8]=[CH:7][C:6]([CH2:9][CH2:10][CH2:11][CH:12]([OH:13])[C:14]#[CH:15])=[CH:5][CH:4]=1. (3) Given the reactants [F:1][C:2]([F:31])([F:30])[C:3]1[CH:4]=[C:5]([C@H:13]2[O:18][C:17](=[O:19])[N:16]([CH2:20][C:21]3[C:26](Br)=[CH:25][CH:24]=[C:23]([Cl:28])[N:22]=3)[C@@H:15]([CH3:29])[CH2:14]2)[CH:6]=[C:7]([C:9]([F:12])([F:11])[F:10])[CH:8]=1.[F:32][C:33]1[C:38]([CH:39]([CH3:41])[CH3:40])=[CH:37][C:36](B(O)O)=[C:35]([O:45][CH3:46])[CH:34]=1, predict the reaction product. The product is: [F:1][C:2]([F:31])([F:30])[C:3]1[CH:4]=[C:5]([C@H:13]2[O:18][C:17](=[O:19])[N:16]([CH2:20][C:21]3[C:26]([C:36]4[CH:37]=[C:38]([CH:39]([CH3:41])[CH3:40])[C:33]([F:32])=[CH:34][C:35]=4[O:45][CH3:46])=[CH:25][CH:24]=[C:23]([Cl:28])[N:22]=3)[C@@H:15]([CH3:29])[CH2:14]2)[CH:6]=[C:7]([C:9]([F:12])([F:11])[F:10])[CH:8]=1. (4) Given the reactants [Cl:1][C:2]1[N:3]=[C:4](Cl)[C:5]2[CH:10]=[CH:9][N:8]([CH2:11][O:12][CH2:13][CH2:14][Si:15]([CH3:18])([CH3:17])[CH3:16])[C:6]=2[N:7]=1.[OH-:20].[K+], predict the reaction product. The product is: [Cl:1][C:2]1[NH:3][C:4](=[O:20])[C:5]2[CH:10]=[CH:9][N:8]([CH2:11][O:12][CH2:13][CH2:14][Si:15]([CH3:18])([CH3:17])[CH3:16])[C:6]=2[N:7]=1. (5) Given the reactants [CH2:1]([C:3]1[CH:4]=[CH:5][C:6]([CH2:9][CH2:10][OH:11])=[N:7][CH:8]=1)[CH3:2].[OH:12]O, predict the reaction product. The product is: [CH3:2][CH2:1][C:3]1[CH:4]=[CH:5][C:6]([CH2:9][CH2:10][OH:11])=[N+:7]([O-:12])[CH:8]=1. (6) Given the reactants [F:1][C:2]([F:25])([F:24])[C:3]([NH:14]C(C1C=CC=CC=1)CO)([CH3:13])[CH2:4][NH:5][C:6](=[O:12])[O:7][C:8]([CH3:11])([CH3:10])[CH3:9], predict the reaction product. The product is: [NH2:14][C:3]([CH3:13])([C:2]([F:1])([F:24])[F:25])[CH2:4][NH:5][C:6](=[O:12])[O:7][C:8]([CH3:11])([CH3:9])[CH3:10]. (7) Given the reactants NC1N=CN=C2C=1N=CN2[CH:11]([C:13]1[N:14]([C:25]2[CH:30]=[CH:29][CH:28]=[CH:27][CH:26]=2)[C:15](=[O:24])[C:16]2[C:21]([Br:22])=[N:20][N:19]([CH3:23])[C:17]=2[N:18]=1)[CH3:12].BrC1C2C(=O)N(C3C=CC=CC=3)C(C(Br)C)=NC=2N(C)N=1.O.[SH:53][C:54]1[N:62]=[CH:61][N:60]=[C:59]2[C:55]=1[NH:56][CH:57]=[N:58]2.C(=O)([O-])[O-].[K+].[K+], predict the reaction product. The product is: [Br:22][C:21]1[C:16]2[C:15](=[O:24])[N:14]([C:25]3[CH:30]=[CH:29][CH:28]=[CH:27][CH:26]=3)[C:13]([CH:11]([S:53][C:54]3[N:62]=[CH:61][N:60]=[C:59]4[C:55]=3[N:56]=[CH:57][NH:58]4)[CH3:12])=[N:18][C:17]=2[N:19]([CH3:23])[N:20]=1. (8) Given the reactants [I:1][C:2]1[CH:3]=[C:4]([C:20](O)=[O:21])[C:5](=[O:19])[N:6]([C:9]2[CH:14]=[CH:13][CH:12]=[C:11]([C:15]([F:18])([F:17])[F:16])[CH:10]=2)[C:7]=1[CH3:8].C(N1C=CN=C1)(N1C=CN=C1)=O.[CH3:35][N:36]([CH3:41])[CH2:37][CH2:38][CH2:39][NH2:40].O, predict the reaction product. The product is: [CH3:35][N:36]([CH3:41])[CH2:37][CH2:38][CH2:39][NH:40][C:20]([C:4]1[C:5](=[O:19])[N:6]([C:9]2[CH:14]=[CH:13][CH:12]=[C:11]([C:15]([F:16])([F:18])[F:17])[CH:10]=2)[C:7]([CH3:8])=[C:2]([I:1])[CH:3]=1)=[O:21]. (9) Given the reactants [Cl:1][C:2]1[CH:3]=[CH:4][C:5]([OH:25])=[C:6]([CH2:8][N:9]2[C:13]([CH3:14])=[CH:12][C:11]([C:15]([NH:17][CH2:18][C:19]3[CH:24]=[CH:23][CH:22]=[CH:21][N:20]=3)=[O:16])=[N:10]2)[CH:7]=1.C(=O)([O-])[O-].[K+].[K+].[F:32][C:33]1[CH:40]=[CH:39][CH:38]=[CH:37][C:34]=1[CH2:35]Br, predict the reaction product. The product is: [Cl:1][C:2]1[CH:3]=[CH:4][C:5]([O:25][CH2:35][C:34]2[CH:37]=[CH:38][CH:39]=[CH:40][C:33]=2[F:32])=[C:6]([CH2:8][N:9]2[C:13]([CH3:14])=[CH:12][C:11]([C:15]([NH:17][CH2:18][C:19]3[CH:24]=[CH:23][CH:22]=[CH:21][N:20]=3)=[O:16])=[N:10]2)[CH:7]=1. (10) Given the reactants COC1C=C(NC2N=CC3CC(=O)NC4C=CC(C(O)=O)=CC=4C=3N=2)C=CC=1OC.C(OC(=O)NCCCN)(C)(C)C.[CH3:43][O:44][C:45]1[CH:46]=[C:47]([NH:53][C:54]2[N:55]=[CH:56][C:57]3[CH2:63][C:62](=[O:64])[NH:61][C:60]4[CH:65]=[CH:66][C:67]([C:69]([NH:71][CH2:72][CH2:73][CH2:74][NH:75]C(=O)O)=[O:70])=[CH:68][C:59]=4[C:58]=3[N:79]=2)[CH:48]=[CH:49][C:50]=1[O:51][CH3:52], predict the reaction product. The product is: [NH2:75][CH2:74][CH2:73][CH2:72][NH:71][C:69]([C:67]1[CH:66]=[CH:65][C:60]2[NH:61][C:62](=[O:64])[CH2:63][C:57]3[CH:56]=[N:55][C:54]([NH:53][C:47]4[CH:48]=[CH:49][C:50]([O:51][CH3:52])=[C:45]([O:44][CH3:43])[CH:46]=4)=[N:79][C:58]=3[C:59]=2[CH:68]=1)=[O:70].